This data is from NCI-60 drug combinations with 297,098 pairs across 59 cell lines. The task is: Regression. Given two drug SMILES strings and cell line genomic features, predict the synergy score measuring deviation from expected non-interaction effect. (1) Drug 1: CC1=C2C(C(=O)C3(C(CC4C(C3C(C(C2(C)C)(CC1OC(=O)C(C(C5=CC=CC=C5)NC(=O)OC(C)(C)C)O)O)OC(=O)C6=CC=CC=C6)(CO4)OC(=O)C)OC)C)OC. Drug 2: CC1=C2C(C(=O)C3(C(CC4C(C3C(C(C2(C)C)(CC1OC(=O)C(C(C5=CC=CC=C5)NC(=O)C6=CC=CC=C6)O)O)OC(=O)C7=CC=CC=C7)(CO4)OC(=O)C)O)C)OC(=O)C. Cell line: CAKI-1. Synergy scores: CSS=51.4, Synergy_ZIP=-1.34, Synergy_Bliss=-2.36, Synergy_Loewe=-0.920, Synergy_HSA=3.98. (2) Drug 1: C1=CC(=C2C(=C1NCCNCCO)C(=O)C3=C(C=CC(=C3C2=O)O)O)NCCNCCO. Drug 2: CCN(CC)CCCC(C)NC1=C2C=C(C=CC2=NC3=C1C=CC(=C3)Cl)OC. Cell line: SW-620. Synergy scores: CSS=69.5, Synergy_ZIP=10.6, Synergy_Bliss=9.03, Synergy_Loewe=8.28, Synergy_HSA=12.5. (3) Drug 1: CC1C(C(CC(O1)OC2CC(CC3=C2C(=C4C(=C3O)C(=O)C5=C(C4=O)C(=CC=C5)OC)O)(C(=O)CO)O)N)O.Cl. Drug 2: C1=NNC2=C1C(=O)NC=N2. Cell line: NCI-H226. Synergy scores: CSS=-1.93, Synergy_ZIP=0.507, Synergy_Bliss=-0.00651, Synergy_Loewe=-1.23, Synergy_HSA=-1.17. (4) Drug 1: CN1C(=O)N2C=NC(=C2N=N1)C(=O)N. Drug 2: CC1CCCC2(C(O2)CC(NC(=O)CC(C(C(=O)C(C1O)C)(C)C)O)C(=CC3=CSC(=N3)C)C)C. Cell line: SF-539. Synergy scores: CSS=48.1, Synergy_ZIP=0.0434, Synergy_Bliss=-0.809, Synergy_Loewe=-36.7, Synergy_HSA=1.05. (5) Drug 1: C1=C(C(=O)NC(=O)N1)F. Drug 2: CNC(=O)C1=NC=CC(=C1)OC2=CC=C(C=C2)NC(=O)NC3=CC(=C(C=C3)Cl)C(F)(F)F. Cell line: UACC-257. Synergy scores: CSS=40.2, Synergy_ZIP=-8.87, Synergy_Bliss=-1.72, Synergy_Loewe=-1.65, Synergy_HSA=-1.33.